From a dataset of Retrosynthesis with 50K atom-mapped reactions and 10 reaction types from USPTO. Predict the reactants needed to synthesize the given product. (1) Given the product Cc1nc(NC(=O)NCCC(=O)O)sc1-c1ccc(S(=O)(=O)N(C)C)cc1, predict the reactants needed to synthesize it. The reactants are: CCOC(=O)CCNC(=O)Nc1nc(C)c(-c2ccc(S(=O)(=O)N(C)C)cc2)s1. (2) Given the product CC(C)N(C(=O)OCC#Cc1cnc2ccccc2c1)C(C)C, predict the reactants needed to synthesize it. The reactants are: CC(C)N(C(=O)Cl)C(C)C.OCC#Cc1cnc2ccccc2c1. (3) Given the product CC(C)(C)OC(=O)N[C@@H]1CCc2ccc(O)cc21, predict the reactants needed to synthesize it. The reactants are: CC(C)(C)OC(=O)OC(=O)OC(C)(C)C.N[C@@H]1CCc2ccc(O)cc21.